This data is from Catalyst prediction with 721,799 reactions and 888 catalyst types from USPTO. The task is: Predict which catalyst facilitates the given reaction. (1) Reactant: [F:1][C:2]([F:27])([F:26])[O:3][C:4]1[CH:9]=[CH:8][C:7]([N:10]2[CH:14]=[N:13][C:12]([C:15]3[CH:20]=[CH:19][C:18](/[CH:21]=[CH:22]/[C:23]([OH:25])=O)=[CH:17][CH:16]=3)=[N:11]2)=[CH:6][CH:5]=1.P([N:44]=[N+:45]=[N-:46])(=O)(OC1C=CC=CC=1)OC1C=CC=CC=1.C(N(CC)CC)C. Product: [F:27][C:2]([F:1])([F:26])[O:3][C:4]1[CH:9]=[CH:8][C:7]([N:10]2[CH:14]=[N:13][C:12]([C:15]3[CH:20]=[CH:19][C:18](/[CH:21]=[CH:22]/[C:23]([N:44]=[N+:45]=[N-:46])=[O:25])=[CH:17][CH:16]=3)=[N:11]2)=[CH:6][CH:5]=1. The catalyst class is: 32. (2) Product: [CH2:34]([O:36][C:37]([C:39]1[O:40][C:41]2[CH:47]=[CH:46][C:45]([O:48][CH2:57][CH2:56][N:53]3[CH2:54][CH2:55][C:50]([F:59])([F:49])[CH2:51][CH2:52]3)=[CH:44][C:42]=2[CH:43]=1)=[O:38])[CH3:35]. Reactant: CC(OC(/N=N/C(OC(C)C)=O)=O)C.C1(P(C2C=CC=CC=2)C2C=CC=CC=2)C=CC=CC=1.[CH2:34]([O:36][C:37]([C:39]1[O:40][C:41]2[CH:47]=[CH:46][C:45]([OH:48])=[CH:44][C:42]=2[CH:43]=1)=[O:38])[CH3:35].[F:49][C:50]1([F:59])[CH2:55][CH2:54][N:53]([CH2:56][CH2:57]O)[CH2:52][CH2:51]1. The catalyst class is: 2. (3) Reactant: [CH3:1][O:2][C:3]1[CH:8]=[C:7]([N:9]2[CH2:14][CH2:13][N:12](C(OC(C)(C)C)=O)[CH2:11][CH2:10]2)[N:6]2[N:22]=[CH:23][CH:24]=[C:5]2[N:4]=1.FC(F)(F)C(O)=O. Product: [CH3:1][O:2][C:3]1[CH:8]=[C:7]([N:9]2[CH2:10][CH2:11][NH:12][CH2:13][CH2:14]2)[N:6]2[N:22]=[CH:23][CH:24]=[C:5]2[N:4]=1. The catalyst class is: 4. (4) Reactant: [CH2:1]=[C:2]1[CH2:7][N:6]([C:8]2[C:13]([Cl:14])=[CH:12][C:11]([Cl:15])=[CH:10][C:9]=2[Cl:16])[S:5](=[O:18])(=[O:17])[N:4]([CH2:19][C:20]([O:22]CC)=[O:21])[CH2:3]1.C(OCC)(=O)C.Cl. Product: [CH2:1]=[C:2]1[CH2:7][N:6]([C:8]2[C:13]([Cl:14])=[CH:12][C:11]([Cl:15])=[CH:10][C:9]=2[Cl:16])[S:5](=[O:17])(=[O:18])[N:4]([CH2:19][C:20]([OH:22])=[O:21])[CH2:3]1. The catalyst class is: 87. (5) Reactant: Cl[C:2]1[CH:11]=[CH:10][N:9]=[C:8]2[C:3]=1[CH:4]=[CH:5][C:6]([CH3:12])=[N:7]2.[NH2:13][C:14]1[CH:19]=[C:18]([O:20][CH2:21][C:22]2[CH:27]=[CH:26][C:25]([Br:28])=[CH:24][CH:23]=2)[CH:17]=[CH:16][C:15]=1[S:29][C:30]1[CH:35]=[CH:34][C:33]([NH:36][C:37](=[O:39])[CH3:38])=[CH:32][CH:31]=1. Product: [Br:28][C:25]1[CH:26]=[CH:27][C:22]([CH2:21][O:20][C:18]2[CH:17]=[CH:16][C:15]([S:29][C:30]3[CH:35]=[CH:34][C:33]([NH:36][C:37](=[O:39])[CH3:38])=[CH:32][CH:31]=3)=[C:14]([NH:13][C:2]3[C:3]4[C:8](=[N:7][C:6]([CH3:12])=[CH:5][CH:4]=4)[N:9]=[CH:10][CH:11]=3)[CH:19]=2)=[CH:23][CH:24]=1. The catalyst class is: 8. (6) Reactant: [Cl:1][CH2:2][C:3](Cl)=[O:4].[NH2:6][CH2:7][CH2:8][C:9]1([OH:22])[CH2:14][CH2:13][N:12]([C:15]([O:17][C:18]([CH3:21])([CH3:20])[CH3:19])=[O:16])[CH2:11][CH2:10]1.C(=O)([O-])[O-].[K+].[K+]. Product: [Cl:1][CH2:2][C:3]([NH:6][CH2:7][CH2:8][C:9]1([OH:22])[CH2:14][CH2:13][N:12]([C:15]([O:17][C:18]([CH3:20])([CH3:19])[CH3:21])=[O:16])[CH2:11][CH2:10]1)=[O:4]. The catalyst class is: 84.